From a dataset of Reaction yield outcomes from USPTO patents with 853,638 reactions. Predict the reaction yield, written as a fraction of the theoretical maximum amount of product (1.0 means a 100% yield; for example, 0.34 means a 34% yield). (1) The yield is 0.720. The reactants are Cl.C(OC([N:9]1[CH2:14][CH2:13][CH:12]([O:15][C:16]2[CH:21]=[CH:20][C:19]([Cl:22])=[CH:18][C:17]=2[NH:23][C:24]([C:26]2[CH:27]=[N:28][N:29]3[CH:34]=[CH:33][CH:32]=[N:31][C:30]=23)=[O:25])[CH2:11][CH2:10]1)=O)(C)(C)C. The catalyst is ClCCl. The product is [ClH:22].[Cl:22][C:19]1[CH:20]=[CH:21][C:16]([O:15][CH:12]2[CH2:13][CH2:14][NH:9][CH2:10][CH2:11]2)=[C:17]([NH:23][C:24]([C:26]2[CH:27]=[N:28][N:29]3[CH:34]=[CH:33][CH:32]=[N:31][C:30]=23)=[O:25])[CH:18]=1. (2) The reactants are [CH3:1][C:2]([C:13]1[NH:14][C:15]2[C:20]([CH:21]=1)=[CH:19][C:18]([N+:22]([O-])=O)=[CH:17][CH:16]=2)([CH3:12])[CH2:3][NH:4][C:5](=[O:11])[O:6][C:7]([CH3:10])([CH3:9])[CH3:8].C([O-])=O.[NH4+]. The catalyst is C1COCC1.O.[Pd]. The product is [NH2:22][C:18]1[CH:19]=[C:20]2[C:15](=[CH:16][CH:17]=1)[NH:14][C:13]([C:2]([CH3:12])([CH3:1])[CH2:3][NH:4][C:5](=[O:11])[O:6][C:7]([CH3:9])([CH3:8])[CH3:10])=[CH:21]2. The yield is 0.800. (3) The reactants are [Br:1][C:2]1[CH:7]=[CH:6][C:5]([S:8]([N:11]2[C:17]3[CH:18]=[CH:19][CH:20]=[CH:21][C:16]=3[CH2:15][N:14]3[CH:22]=[CH:23][CH:24]=[C:13]3[CH2:12]2)(=[O:10])=[O:9])=[CH:4][CH:3]=1.CN(C)C1C=CC=CC=1.[Cl:34][C:35]([Cl:40])([Cl:39])[C:36](Cl)=[O:37]. The catalyst is ClCCl. The product is [Br:1][C:2]1[CH:3]=[CH:4][C:5]([S:8]([N:11]2[C:17]3[CH:18]=[CH:19][CH:20]=[CH:21][C:16]=3[CH2:15][N:14]3[C:22]([C:36](=[O:37])[C:35]([Cl:40])([Cl:39])[Cl:34])=[CH:23][CH:24]=[C:13]3[CH2:12]2)(=[O:9])=[O:10])=[CH:6][CH:7]=1. The yield is 0.630. (4) The reactants are [C:1]([O:9][CH2:10][CH3:11])(=[O:8])[CH2:2][C:3]([O:5][CH2:6][CH3:7])=[O:4].[C:12](OCC)(=[O:15])[CH:13]=[CH2:14].[CH3:19]C(C)([O-])C.[K+].Cl.[CH3:26][CH2:27][O:28][C:29]([CH3:31])=[O:30]. The catalyst is C1COCC1.[NH4+].[Cl-]. The product is [OH:15][C:12]1[CH2:13][CH2:14][C:2]([C:3]([O:5][CH2:6][CH3:7])=[O:4])([C:1]([O:9][CH2:10][CH3:11])=[O:8])[CH2:19][C:31]=1[C:29]([O:28][CH2:27][CH3:26])=[O:30]. The yield is 1.00.